Dataset: Full USPTO retrosynthesis dataset with 1.9M reactions from patents (1976-2016). Task: Predict the reactants needed to synthesize the given product. (1) Given the product [F:18][C:13]1[CH:12]=[C:11]([NH:10][C:8]([C:3]2[C:4]([CH3:7])=[N:5][S:6][C:2]=2[NH:1][C:20]2[CH:25]=[N:24][CH:23]=[CH:22][N:21]=2)=[O:9])[CH:16]=[CH:15][C:14]=1[F:17], predict the reactants needed to synthesize it. The reactants are: [NH2:1][C:2]1[S:6][N:5]=[C:4]([CH3:7])[C:3]=1[C:8]([NH:10][C:11]1[CH:16]=[CH:15][C:14]([F:17])=[C:13]([F:18])[CH:12]=1)=[O:9].Cl[C:20]1[CH:25]=[N:24][CH:23]=[CH:22][N:21]=1.C(=O)([O-])[O-].[Cs+].[Cs+].CC1(C)C2C(=C(P(C3C=CC=CC=3)C3C=CC=CC=3)C=CC=2)OC2C(P(C3C=CC=CC=3)C3C=CC=CC=3)=CC=CC1=2. (2) Given the product [CH3:1][O:2][C:3]1[C:16]([O:17][CH3:18])=[C:15]([O:19][CH3:20])[CH:14]=[CH:13][C:4]=1[CH2:5][NH:6][CH2:7][CH:8]([O:9][CH3:10])[O:11][CH3:12], predict the reactants needed to synthesize it. The reactants are: [CH3:1][O:2][C:3]1[C:16]([O:17][CH3:18])=[C:15]([O:19][CH3:20])[CH:14]=[CH:13][C:4]=1[CH:5]=[N:6][CH2:7][CH:8]([O:11][CH3:12])[O:9][CH3:10].[BH4-].[Na+].COC1C=C(C=CC=1OC)CNCC(OC)OC. (3) Given the product [Cl:42][CH2:9][C:10]1[CH:15]=[CH:14][C:13]([C:16]2[C:21]([C:22]([F:25])([F:24])[F:23])=[CH:20][C:19]([C:26]([F:29])([F:28])[F:27])=[CH:18][C:17]=2[C:30]([F:33])([F:32])[F:31])=[CH:12][N:11]=1, predict the reactants needed to synthesize it. The reactants are: [Si](O[CH2:9][C:10]1[CH:15]=[CH:14][C:13]([C:16]2[C:21]([C:22]([F:25])([F:24])[F:23])=[CH:20][C:19]([C:26]([F:29])([F:28])[F:27])=[CH:18][C:17]=2[C:30]([F:33])([F:32])[F:31])=[CH:12][N:11]=1)(C(C)(C)C)(C)C.Cl.C([O-])(O)=O.[Na+].O=S(Cl)[Cl:42].